Dataset: Forward reaction prediction with 1.9M reactions from USPTO patents (1976-2016). Task: Predict the product of the given reaction. (1) Given the reactants [C:1]([O:5][C:6](=[O:24])[N:7]([CH2:11][CH2:12][O:13][C:14]1[CH:19]=[CH:18][C:17]([N+:20]([O-])=O)=[C:16]([CH3:23])[N:15]=1)[CH2:8][CH2:9][CH3:10])([CH3:4])([CH3:3])[CH3:2], predict the reaction product. The product is: [C:1]([O:5][C:6](=[O:24])[N:7]([CH2:11][CH2:12][O:13][C:14]1[CH:19]=[CH:18][C:17]([NH2:20])=[C:16]([CH3:23])[N:15]=1)[CH2:8][CH2:9][CH3:10])([CH3:2])([CH3:3])[CH3:4]. (2) Given the reactants [CH3:1][O:2][C:3]1[CH:8]=[CH:7][C:6]([C:9]2[CH:14]=[CH:13][C:12]([S:15]([NH:18][CH:19]([CH:23]3[CH2:28][CH2:27][NH:26][CH2:25][CH2:24]3)[C:20]([OH:22])=[O:21])(=[O:17])=[O:16])=[CH:11][CH:10]=2)=[CH:5][CH:4]=1.N1C=CC=CC=1.[CH:35](=O)[CH2:36][CH:37]([CH3:39])[CH3:38].Cl, predict the reaction product. The product is: [CH3:1][O:2][C:3]1[CH:4]=[CH:5][C:6]([C:9]2[CH:10]=[CH:11][C:12]([S:15]([NH:18][CH:19]([CH:23]3[CH2:24][CH2:25][N:26]([CH2:35][CH2:36][CH:37]([CH3:39])[CH3:38])[CH2:27][CH2:28]3)[C:20]([OH:22])=[O:21])(=[O:17])=[O:16])=[CH:13][CH:14]=2)=[CH:7][CH:8]=1. (3) Given the reactants [CH3:1][C:2]1([CH3:17])[C:10]2[C:5](=[CH:6][C:7]([N:11]3[CH2:16][CH2:15][O:14][CH2:13][CH2:12]3)=[CH:8][CH:9]=2)[NH:4][CH2:3]1.Cl[C:19]1[C:28]2[C:23](=[C:24]([Cl:30])[CH:25]=[C:26]([CH3:29])[CH:27]=2)[N:22]=[C:21]([CH3:31])[C:20]=1[CH3:32].C(=O)([O-])[O-].[Cs+].[Cs+].C1C=CC(P(C2C(C3C(P(C4C=CC=CC=4)C4C=CC=CC=4)=CC=C4C=3C=CC=C4)=C3C(C=CC=C3)=CC=2)C2C=CC=CC=2)=CC=1, predict the reaction product. The product is: [Cl:30][C:24]1[CH:25]=[C:26]([CH3:29])[CH:27]=[C:28]2[C:23]=1[N:22]=[C:21]([CH3:31])[C:20]([CH3:32])=[C:19]2[N:4]1[C:5]2[C:10](=[CH:9][CH:8]=[C:7]([N:11]3[CH2:16][CH2:15][O:14][CH2:13][CH2:12]3)[CH:6]=2)[C:2]([CH3:17])([CH3:1])[CH2:3]1. (4) Given the reactants [CH3:1][C:2]1[O:3][CH:4]=[C:5]([CH2:7][OH:8])[N:6]=1.C(N(CC)CC)C.[CH3:16][S:17](Cl)(=[O:19])=[O:18], predict the reaction product. The product is: [CH3:1][C:2]1[O:3][CH:4]=[C:5]([CH2:7][O:8][S:17]([CH3:16])(=[O:19])=[O:18])[N:6]=1. (5) Given the reactants [O:1]=[C:2]1[CH:11]=[CH:10][C:9]2[C:4](=[N:5][CH:6]=[CH:7][CH:8]=2)[N:3]1[CH2:12][CH:13]=O.[O:15]1[C:20]2[CH:21]=[CH:22][C:23]([CH2:25][N:26]([CH:34]3[CH2:39][CH2:38][NH:37][CH2:36][CH2:35]3)[C:27](=[O:33])[O:28][C:29]([CH3:32])([CH3:31])[CH3:30])=[CH:24][C:19]=2[O:18][CH2:17][CH2:16]1.C(O)(=O)C.C(O[BH-](OC(=O)C)OC(=O)C)(=O)C.[Na+], predict the reaction product. The product is: [O:15]1[C:20]2[CH:21]=[CH:22][C:23]([CH2:25][N:26]([CH:34]3[CH2:39][CH2:38][N:37]([CH2:13][CH2:12][N:3]4[C:4]5[C:9](=[CH:8][CH:7]=[CH:6][N:5]=5)[CH:10]=[CH:11][C:2]4=[O:1])[CH2:36][CH2:35]3)[C:27](=[O:33])[O:28][C:29]([CH3:32])([CH3:30])[CH3:31])=[CH:24][C:19]=2[O:18][CH2:17][CH2:16]1. (6) Given the reactants [C:1]1([CH:11]=O)[C:10]2[C:5](=[CH:6][CH:7]=[CH:8][CH:9]=2)[CH:4]=[CH:3][CH:2]=1.[NH2:13][C:14]1[CH:18]=[CH:17][NH:16][N:15]=1.[F:19][C:20]([F:30])([F:29])[C:21](=O)[CH2:22][C:23]([O:25][CH2:26][CH3:27])=[O:24], predict the reaction product. The product is: [C:1]1([CH:11]2[C:22]([C:23]([O:25][CH2:26][CH3:27])=[O:24])=[C:21]([C:20]([F:19])([F:29])[F:30])[NH:13][C:14]3=[N:15][NH:16][CH:17]=[C:18]23)[C:10]2[C:5](=[CH:6][CH:7]=[CH:8][CH:9]=2)[CH:4]=[CH:3][CH:2]=1.